From a dataset of Retrosynthesis with 50K atom-mapped reactions and 10 reaction types from USPTO. Predict the reactants needed to synthesize the given product. (1) Given the product Nc1nnc(NCCCOc2cccc(CN3CCOCC3)c2)s1, predict the reactants needed to synthesize it. The reactants are: NCCCOc1cccc(CN2CCOCC2)c1.Nc1nnc(Br)s1. (2) Given the product COc1ccc(CN(c2nccs2)S(=O)(=O)c2ccc([N+](=O)[O-])c(F)c2)cc1, predict the reactants needed to synthesize it. The reactants are: COc1ccc(CNc2nccs2)cc1.O=[N+]([O-])c1ccc(S(=O)(=O)Cl)cc1F. (3) Given the product N#CC(CCCCl)c1ccc(Cl)cc1C(F)(F)F, predict the reactants needed to synthesize it. The reactants are: NC(=O)C(CCCCl)c1ccc(Cl)cc1C(F)(F)F. (4) The reactants are: CC(C)(C)OC(=O)CNC(N)=S.O=CC(Br)C=O. Given the product CC(C)(C)OC(=O)CNc1ncc(C=O)s1, predict the reactants needed to synthesize it. (5) Given the product CCOC(=O)CN(C(=O)C(C)CSCC)C1CCCC1, predict the reactants needed to synthesize it. The reactants are: CCI.CCOC(=O)CN(C(=O)C(C)CS)C1CCCC1. (6) Given the product CNS(=O)(=O)Cc1cccc(CN)c1, predict the reactants needed to synthesize it. The reactants are: CNS(=O)(=O)Cc1cccc(C#N)c1.